This data is from Full USPTO retrosynthesis dataset with 1.9M reactions from patents (1976-2016). The task is: Predict the reactants needed to synthesize the given product. (1) Given the product [Br:21][C:22]1[C:23]([F:33])=[C:24]([F:32])[C:25]([NH:16][C:15]2[CH:17]=[CH:18][CH:19]=[CH:20][C:14]=2[Cl:13])=[C:26]([CH:30]=1)[C:27]([OH:29])=[O:28], predict the reactants needed to synthesize it. The reactants are: N(C(C)C)C(C)C.[Li]CCCC.[Cl:13][C:14]1[CH:20]=[CH:19][CH:18]=[CH:17][C:15]=1[NH2:16].[Br:21][C:22]1[C:23]([F:33])=[C:24]([F:32])[C:25](F)=[C:26]([CH:30]=1)[C:27]([OH:29])=[O:28]. (2) Given the product [Br:1][C:2]1[CH:7]=[CH:6][CH:5]=[CH:4][C:3]=1[S:8]([N:11]([CH2:12][C@H:13]([OH:14])[CH2:15][NH:31][C:18]([CH3:30])([CH3:17])[CH2:19][C:20]1[CH:29]=[CH:28][C:27]2[C:22](=[CH:23][CH:24]=[CH:25][CH:26]=2)[CH:21]=1)[CH3:16])(=[O:10])=[O:9], predict the reactants needed to synthesize it. The reactants are: [Br:1][C:2]1[CH:7]=[CH:6][CH:5]=[CH:4][C:3]=1[S:8]([N:11]([CH3:16])[CH2:12][C@H:13]1[CH2:15][O:14]1)(=[O:10])=[O:9].[CH3:17][C:18]([NH2:31])([CH3:30])[CH2:19][C:20]1[CH:29]=[CH:28][C:27]2[C:22](=[CH:23][CH:24]=[CH:25][CH:26]=2)[CH:21]=1.Cl([O-])(=O)(=O)=O.[Li+].O. (3) Given the product [CH2:1]([N:8]1[CH2:13][C:14]([CH3:15])([CH3:16])[O:17][C:10](=[O:12])[CH2:9]1)[C:2]1[CH:3]=[CH:4][CH:5]=[CH:6][CH:7]=1, predict the reactants needed to synthesize it. The reactants are: [CH2:1]([N:8]([CH2:13][C:14]([OH:17])([CH3:16])[CH3:15])[CH2:9][C:10]([O-:12])=O)[C:2]1[CH:7]=[CH:6][CH:5]=[CH:4][CH:3]=1.O.C1(C)C=CC(S(O)(=O)=O)=CC=1. (4) Given the product [CH:13]1([C:2]2[CH2:3][C:4]3[C:9]([CH:10]=2)=[C:8]([CH3:11])[CH:7]=[CH:6][C:5]=3[CH3:12])[CH2:15][CH2:14]1, predict the reactants needed to synthesize it. The reactants are: Br[C:2]1[CH2:3][C:4]2[C:9]([CH:10]=1)=[C:8]([CH3:11])[CH:7]=[CH:6][C:5]=2[CH3:12].[CH:13]1([Mg]Br)[CH2:15][CH2:14]1.[NH4+].[Cl-]. (5) Given the product [CH3:1][S:2]([C:5]1[CH:6]=[C:7]([CH:11]=[CH:12][CH:13]=1)[C:8]([O:10][CH3:14])=[O:9])(=[O:3])=[O:4], predict the reactants needed to synthesize it. The reactants are: [CH3:1][S:2]([C:5]1[CH:6]=[C:7]([CH:11]=[CH:12][CH:13]=1)[C:8]([OH:10])=[O:9])(=[O:4])=[O:3].[CH3:14]O. (6) Given the product [CH3:19][C:20]1([CH3:36])[C:24]([CH3:26])([CH3:25])[O:23][B:22]([C:2]2[CH:10]=[CH:9][CH:8]=[C:7]3[C:3]=2[CH2:4][CH2:5][C@@H:6]3[NH:11][C:12](=[O:18])[O:13][C:14]([CH3:17])([CH3:16])[CH3:15])[O:21]1, predict the reactants needed to synthesize it. The reactants are: Br[C:2]1[CH:10]=[CH:9][CH:8]=[C:7]2[C:3]=1[CH2:4][CH2:5][C@@H:6]2[NH:11][C:12](=[O:18])[O:13][C:14]([CH3:17])([CH3:16])[CH3:15].[CH3:19][C:20]1([CH3:36])[C:24]([CH3:26])([CH3:25])[O:23][B:22]([B:22]2[O:23][C:24]([CH3:26])([CH3:25])[C:20]([CH3:36])([CH3:19])[O:21]2)[O:21]1.C([O-])(=O)C.[K+].N#N.C(Cl)Cl.